Dataset: Reaction yield outcomes from USPTO patents with 853,638 reactions. Task: Predict the reaction yield, written as a fraction of the theoretical maximum amount of product (1.0 means a 100% yield; for example, 0.34 means a 34% yield). The reactants are Cl.Cl.[NH2:3][C@@H:4]1[C:18](=[O:19])[N:17]2[CH2:20][C@H:21]([O:23][C:24]3[C:33]4[C:28](=[C:29]([CH3:36])[C:30]([O:34][CH3:35])=[CH:31][CH:32]=4)[N:27]=[C:26]([C:37]4[S:38][CH:39]=[C:40]([CH:42]([CH3:44])[CH3:43])[N:41]=4)[CH:25]=3)[CH2:22][C@H:16]2[C:15](=[O:45])[NH:14][C@:13]2([C:47]([NH:49][S:50]([CH:53]3[CH2:55][CH2:54]3)(=[O:52])=[O:51])=[O:48])[CH2:46][C@H:12]2[CH:11]=[CH:10][CH2:9][CH2:8][CH2:7][CH2:6][CH2:5]1.C(N(CC)C(C)C)(C)C.ClC(Cl)(O[C:69](=[O:75])OC(Cl)(Cl)Cl)Cl.[CH2:77]1[CH:81]2[CH2:82][CH2:83][CH2:84][CH:80]2[CH2:79][NH:78]1. The catalyst is ClC(Cl)C. The product is [CH:53]1([S:50]([NH:49][C:47]([C@@:13]23[CH2:46][C@H:12]2[CH:11]=[CH:10][CH2:9][CH2:8][CH2:7][CH2:6][CH2:5][C@H:4]([NH:3][C:69]([N:78]2[CH2:79][CH:80]4[CH2:84][CH2:83][CH2:82][CH:81]4[CH2:77]2)=[O:75])[C:18](=[O:19])[N:17]2[CH2:20][C@H:21]([O:23][C:24]4[C:33]5[C:28](=[C:29]([CH3:36])[C:30]([O:34][CH3:35])=[CH:31][CH:32]=5)[N:27]=[C:26]([C:37]5[S:38][CH:39]=[C:40]([CH:42]([CH3:43])[CH3:44])[N:41]=5)[CH:25]=4)[CH2:22][C@H:16]2[C:15](=[O:45])[NH:14]3)=[O:48])(=[O:51])=[O:52])[CH2:54][CH2:55]1. The yield is 0.280.